Dataset: Peptide-MHC class I binding affinity with 185,985 pairs from IEDB/IMGT. Task: Regression. Given a peptide amino acid sequence and an MHC pseudo amino acid sequence, predict their binding affinity value. This is MHC class I binding data. (1) The peptide sequence is QQSEARRML. The MHC is HLA-A03:01 with pseudo-sequence HLA-A03:01. The binding affinity (normalized) is 0. (2) The peptide sequence is AMHYIRHRA. The MHC is HLA-A69:01 with pseudo-sequence HLA-A69:01. The binding affinity (normalized) is 0.227. (3) The peptide sequence is NSKVQIGEY. The MHC is HLA-A24:02 with pseudo-sequence HLA-A24:02. The binding affinity (normalized) is 0.0336. (4) The peptide sequence is TLGIVCPI. The MHC is HLA-A02:04 with pseudo-sequence YFAMYGEKVAHTHVDTLYVMYHYYTWAVLAYTWY. The binding affinity (normalized) is 0.233. (5) The peptide sequence is QFLKFSLPFPFLYKFLL. The MHC is HLA-B58:01 with pseudo-sequence HLA-B58:01. The binding affinity (normalized) is 0.299. (6) The peptide sequence is LSISMDLNSI. The MHC is H-2-Db with pseudo-sequence H-2-Db. The binding affinity (normalized) is 0.118.